Dataset: Reaction yield outcomes from USPTO patents with 853,638 reactions. Task: Predict the reaction yield, written as a fraction of the theoretical maximum amount of product (1.0 means a 100% yield; for example, 0.34 means a 34% yield). (1) The reactants are [CH3:1][O:2][C:3]([C:5]1[C:10]([NH:11][C:12]2[CH:17]=[CH:16][C:15]([I:18])=[CH:14][C:13]=2[F:19])=[N:9][C:8]([CH2:20][NH:21][CH:22]=O)=[CH:7][N:6]=1)=[O:4].P(Cl)(Cl)(Cl)=O. The catalyst is C1(C)C=CC=CC=1. The product is [CH3:1][O:2][C:3]([C:5]1[N:6]=[CH:7][C:8]2[N:9]([CH:22]=[N:21][CH:20]=2)[C:10]=1[NH:11][C:12]1[CH:17]=[CH:16][C:15]([I:18])=[CH:14][C:13]=1[F:19])=[O:4]. The yield is 0.413. (2) The reactants are [CH3:1][O:2][C:3]1[CH:8]=[C:7]([O:9][CH3:10])[N:6]=[C:5]([CH2:11][C:12](=O)[CH3:13])[N:4]=1.[C:15]1([NH:21]N)[CH:20]=[CH:19][CH:18]=[CH:17][CH:16]=1.C(OCC)(=O)C.O. The catalyst is C1(C)C=CC=CC=1.[Cl-].[Zn+2].[Cl-]. The product is [CH3:1][O:2][C:3]1[CH:8]=[C:7]([O:9][CH3:10])[N:6]=[C:5]([C:11]2[C:20]3[C:15](=[CH:16][CH:17]=[CH:18][CH:19]=3)[NH:21][C:12]=2[CH3:13])[N:4]=1. The yield is 0.620. (3) The reactants are C[O:2][C:3]1[CH:8]=[CH:7][C:6]([C:9]([CH3:13])([CH3:12])[C:10]#[N:11])=[CH:5][CH:4]=1.B(Br)(Br)Br. The catalyst is ClCCl. The product is [OH:2][C:3]1[CH:4]=[CH:5][C:6]([C:9]([CH3:13])([CH3:12])[C:10]#[N:11])=[CH:7][CH:8]=1. The yield is 0.890. (4) The reactants are Cl[C:2]1[N:7]=[C:6]([C:8]#[N:9])[CH:5]=[CH:4][N:3]=1.[NH2:10][CH:11]([CH2:24][CH:25]1[CH2:30][CH2:29][CH2:28][CH2:27][CH2:26]1)[C:12]([NH:14][C:15]1([C:22]#[N:23])[CH2:20][CH2:19][N:18]([CH3:21])[CH2:17][CH2:16]1)=[O:13].C(N(CC)C(C)C)(C)C. The catalyst is C(#N)C. The product is [C:22]([C:15]1([NH:14][C:12](=[O:13])[CH:11]([NH:10][C:2]2[N:7]=[C:6]([C:8]#[N:9])[CH:5]=[CH:4][N:3]=2)[CH2:24][CH:25]2[CH2:26][CH2:27][CH2:28][CH2:29][CH2:30]2)[CH2:16][CH2:17][N:18]([CH3:21])[CH2:19][CH2:20]1)#[N:23]. The yield is 0.520. (5) The reactants are C([O:3][C:4](=[O:33])[CH2:5][N:6]1[C:14]2[C:9](=[CH:10][CH:11]=[C:12]([NH:15][C:16](=[O:32])[CH2:17][CH2:18][C:19]#[C:20][C:21]3[CH:26]=[CH:25][CH:24]=[C:23]([O:27][C:28]([F:31])([F:30])[F:29])[CH:22]=3)[CH:13]=2)[CH:8]=[CH:7]1)C.[H-].[Na+].CI.[C:38](OCC)(=O)C. The catalyst is O1CCCC1. The product is [CH3:38][N:15]([C:16](=[O:32])[CH2:17][CH2:18][C:19]#[C:20][C:21]1[CH:26]=[CH:25][CH:24]=[C:23]([O:27][C:28]([F:30])([F:29])[F:31])[CH:22]=1)[C:12]1[CH:13]=[C:14]2[C:9]([CH:8]=[CH:7][N:6]2[CH2:5][C:4]([OH:3])=[O:33])=[CH:10][CH:11]=1. The yield is 0.820. (6) The reactants are [C:1]([C@H:3]([CH3:27])[CH2:4][CH2:5][CH2:6][CH2:7][N:8]1[C:16](=[O:17])[C:15]2[N:14]3[CH2:18][CH2:19][N:20](COCC)[C:13]3=[N:12][C:11]=2[N:10]([CH3:25])[C:9]1=[O:26])#[N:2].Cl. The catalyst is C(O)C. The product is [C:1]([C@H:3]([CH3:27])[CH2:4][CH2:5][CH2:6][CH2:7][N:8]1[C:16](=[O:17])[C:15]2[N:14]3[CH2:18][CH2:19][NH:20][C:13]3=[N:12][C:11]=2[N:10]([CH3:25])[C:9]1=[O:26])#[N:2]. The yield is 0.500. (7) The reactants are [C:1]([C:5]1[CH:6]=[C:7]([NH2:18])[N:8]([C:10]2[CH:15]=[CH:14][C:13]([O:16]C)=[CH:12][CH:11]=2)[N:9]=1)([CH3:4])([CH3:3])[CH3:2].[Cl-].[Cl-].[Cl-].[Al+3].C(OCC)(=O)C. The catalyst is C(Cl)Cl. The product is [NH2:18][C:7]1[N:8]([C:10]2[CH:15]=[CH:14][C:13]([OH:16])=[CH:12][CH:11]=2)[N:9]=[C:5]([C:1]([CH3:4])([CH3:3])[CH3:2])[CH:6]=1. The yield is 0.540.